Dataset: Forward reaction prediction with 1.9M reactions from USPTO patents (1976-2016). Task: Predict the product of the given reaction. (1) Given the reactants C[C@H](C(O)=O)[C:3]1[CH:4]=[CH:5][C:6]2[CH:7]=[C:8]([O:13]C)[CH:9]=[CH:10][C:11]=2[CH:12]=1.Br.[CH3:19][C:20]([OH:22])=[O:21], predict the reaction product. The product is: [OH:13][C:8]1[CH:7]=[C:6]2[C:11]([CH:12]=[CH:3][CH:4]=[C:5]2[CH2:19][C:20]([OH:22])=[O:21])=[CH:10][CH:9]=1. (2) Given the reactants [CH2:1]([NH:8][C:9]1[C:18]2[C:13](=[CH:14][C:15]([Br:19])=[CH:16][CH:17]=2)[N:12]=[CH:11][C:10]=1[N+:20]([O-])=O)[C:2]1[CH:7]=[CH:6][CH:5]=[CH:4][CH:3]=1, predict the reaction product. The product is: [CH2:1]([NH:8][C:9]1[C:18]2[C:13](=[CH:14][C:15]([Br:19])=[CH:16][CH:17]=2)[N:12]=[CH:11][C:10]=1[NH2:20])[C:2]1[CH:3]=[CH:4][CH:5]=[CH:6][CH:7]=1. (3) Given the reactants [C:1]([O:5][C:6]([N:8]1[CH2:13][CH2:12][N:11]([C:14]2[CH:19]=[CH:18][CH:17]=[C:16]([OH:20])[N:15]=2)[CH2:10][CH2:9]1)=[O:7])([CH3:4])([CH3:3])[CH3:2].[C:21]1([CH:27]([C:46]2[CH:51]=[CH:50][CH:49]=[CH:48][CH:47]=2)[CH2:28][N:29]([CH2:42][CH2:43][CH2:44]O)[CH2:30][C:31]2[CH:36]=[CH:35][CH:34]=[C:33]([C:37]([F:40])([F:39])[F:38])[C:32]=2[Cl:41])[CH:26]=[CH:25][CH:24]=[CH:23][CH:22]=1.OC1C=C(C=CC=1)CC1N(COCC)N=NN=1.BrCCCO, predict the reaction product. The product is: [C:1]([O:5][C:6]([N:8]1[CH2:13][CH2:12][N:11]([C:14]2[CH:19]=[CH:18][CH:17]=[C:16]([O:20][CH2:44][CH2:43][CH2:42][N:29]([CH2:30][C:31]3[CH:36]=[CH:35][CH:34]=[C:33]([C:37]([F:38])([F:39])[F:40])[C:32]=3[Cl:41])[CH2:28][CH:27]([C:46]3[CH:51]=[CH:50][CH:49]=[CH:48][CH:47]=3)[C:21]3[CH:22]=[CH:23][CH:24]=[CH:25][CH:26]=3)[N:15]=2)[CH2:10][CH2:9]1)=[O:7])([CH3:4])([CH3:2])[CH3:3].